From a dataset of Peptide-MHC class I binding affinity with 185,985 pairs from IEDB/IMGT. Regression. Given a peptide amino acid sequence and an MHC pseudo amino acid sequence, predict their binding affinity value. This is MHC class I binding data. (1) The peptide sequence is DTGCRIDGY. The MHC is HLA-A02:01 with pseudo-sequence HLA-A02:01. The binding affinity (normalized) is 0.0847. (2) The peptide sequence is LEEDIQHFL. The MHC is HLA-B57:01 with pseudo-sequence HLA-B57:01. The binding affinity (normalized) is 0.0847. (3) The peptide sequence is LVKSPNHVK. The MHC is HLA-A31:01 with pseudo-sequence HLA-A31:01. The binding affinity (normalized) is 0.473. (4) The peptide sequence is GYCLTKWMI. The MHC is H-2-Kd with pseudo-sequence H-2-Kd. The binding affinity (normalized) is 0.612.